From a dataset of Forward reaction prediction with 1.9M reactions from USPTO patents (1976-2016). Predict the product of the given reaction. (1) Given the reactants B(Br)(Br)Br.[CH2:5]([S:7]([C:10]1[CH:11]=[CH:12][C:13]([O:34]C)=[C:14]([C:16]2[C:25]3[C:20](=[CH:21][CH:22]=[C:23]([C:26]4[CH:27]=[N:28][N:29]([CH3:31])[CH:30]=4)[CH:24]=3)[C:19](=[O:32])[N:18]([CH3:33])[CH:17]=2)[CH:15]=1)(=[O:9])=[O:8])[CH3:6], predict the reaction product. The product is: [CH2:5]([S:7]([C:10]1[CH:11]=[CH:12][C:13]([OH:34])=[C:14]([C:16]2[C:25]3[C:20](=[CH:21][CH:22]=[C:23]([C:26]4[CH:27]=[N:28][N:29]([CH3:31])[CH:30]=4)[CH:24]=3)[C:19](=[O:32])[N:18]([CH3:33])[CH:17]=2)[CH:15]=1)(=[O:8])=[O:9])[CH3:6]. (2) The product is: [Br:1][C:5]1[C:4]([OH:3])=[CH:13][CH:12]=[C:11]2[C:6]=1[CH:7]=[CH:8][C:9]([CH2:14][N:15]([CH3:31])[C:16]([C:18]1[C:22]3[CH:23]=[CH:24][CH:25]=[CH:26][C:21]=3[O:20][C:19]=1[CH2:27][CH2:28][CH2:29][CH3:30])=[O:17])=[CH:10]2. Given the reactants [Br:1]Br.[OH:3][C:4]1[CH:5]=[C:6]2[C:11](=[CH:12][CH:13]=1)[CH:10]=[C:9]([CH2:14][N:15]([CH3:31])[C:16]([C:18]1[C:22]3[CH:23]=[CH:24][CH:25]=[CH:26][C:21]=3[O:20][C:19]=1[CH2:27][CH2:28][CH2:29][CH3:30])=[O:17])[CH:8]=[CH:7]2, predict the reaction product. (3) Given the reactants [NH2:1][C:2]1[CH:7]=[C:6]([N:8]2[CH2:12][CH2:11][C@:10]([CH:15]3[CH2:17][CH2:16]3)([C:13]#[N:14])[C:9]2=[O:18])[CH:5]=[CH:4][N:3]=1.Br[C:20]1[CH:24]=[C:23]([N:25]2[CH2:30][CH2:29][O:28][CH2:27][CH2:26]2)[N:22]([CH3:31])[N:21]=1.C(=O)([O-])[O-].[K+].[K+].C1(P(C2CCCCC2)C2C(OC)=CC=C(OC)C=2C2C(C(C)C)=CC(C(C)C)=CC=2C(C)C)CCCCC1.C(=O)(O)[O-].[Na+], predict the reaction product. The product is: [CH:15]1([C@:10]2([C:13]#[N:14])[CH2:11][CH2:12][N:8]([C:6]3[CH:5]=[CH:4][N:3]=[C:2]([NH:1][C:20]4[CH:24]=[C:23]([N:25]5[CH2:30][CH2:29][O:28][CH2:27][CH2:26]5)[N:22]([CH3:31])[N:21]=4)[CH:7]=3)[C:9]2=[O:18])[CH2:17][CH2:16]1.